Dataset: NCI-60 drug combinations with 297,098 pairs across 59 cell lines. Task: Regression. Given two drug SMILES strings and cell line genomic features, predict the synergy score measuring deviation from expected non-interaction effect. (1) Drug 1: CCN(CC)CCNC(=O)C1=C(NC(=C1C)C=C2C3=C(C=CC(=C3)F)NC2=O)C. Drug 2: CCC1(C2=C(COC1=O)C(=O)N3CC4=CC5=C(C=CC(=C5CN(C)C)O)N=C4C3=C2)O.Cl. Cell line: MCF7. Synergy scores: CSS=2.68, Synergy_ZIP=-1.68, Synergy_Bliss=3.08, Synergy_Loewe=-18.1, Synergy_HSA=-4.23. (2) Drug 1: CN(CC1=CN=C2C(=N1)C(=NC(=N2)N)N)C3=CC=C(C=C3)C(=O)NC(CCC(=O)O)C(=O)O. Drug 2: C1CN(CCN1C(=O)CCBr)C(=O)CCBr. Cell line: OVCAR-5. Synergy scores: CSS=37.5, Synergy_ZIP=2.92, Synergy_Bliss=4.92, Synergy_Loewe=1.41, Synergy_HSA=4.74.